From a dataset of Reaction yield outcomes from USPTO patents with 853,638 reactions. Predict the reaction yield, written as a fraction of the theoretical maximum amount of product (1.0 means a 100% yield; for example, 0.34 means a 34% yield). (1) The reactants are [C:1]([C:5]1[CH:14]=[CH:13][C:12]([NH2:15])=[CH:11][C:6]=1[C:7](OC)=[O:8])([CH3:4])([CH3:3])[CH3:2].[H-].[H-].[H-].[H-].[Li+].[Al+3]. The catalyst is C1COCC1.O. The product is [C:1]([C:5]1[CH:14]=[CH:13][C:12]([NH2:15])=[CH:11][C:6]=1[CH2:7][OH:8])([CH3:4])([CH3:2])[CH3:3]. The yield is 0.200. (2) The reactants are [OH:1][CH2:2][C@H:3]([NH:14][C:15]([C:17]1[C:22]2[O:23][CH2:24][CH2:25][CH2:26][CH2:27][C:21]=2[CH:20]=[C:19](Br)[CH:18]=1)=[O:16])[CH2:4][C:5]1[C:13]2[C:8](=[CH:9][CH:10]=[CH:11][CH:12]=2)[NH:7][CH:6]=1.[C:29]([C:31]1[CH:40]=[CH:39][C:34]([C:35]([NH:37][CH3:38])=[O:36])=[CH:33][CH:32]=1)#[CH:30].CCCC[N+](CCCC)(CCCC)CCCC.[F-].O. The catalyst is C1COCC1.C(O)C.Cl[Pd](Cl)([P](C1C=CC=CC=1)(C1C=CC=CC=1)C1C=CC=CC=1)[P](C1C=CC=CC=1)(C1C=CC=CC=1)C1C=CC=CC=1. The product is [OH:1][CH2:2][C@H:3]([NH:14][C:15]([C:17]1[C:22]2[O:23][CH2:24][CH2:25][CH2:26][CH2:27][C:21]=2[CH:20]=[C:19]([C:30]#[C:29][C:31]2[CH:40]=[CH:39][C:34]([C:35](=[O:36])[NH:37][CH3:38])=[CH:33][CH:32]=2)[CH:18]=1)=[O:16])[CH2:4][C:5]1[C:13]2[C:8](=[CH:9][CH:10]=[CH:11][CH:12]=2)[NH:7][CH:6]=1. The yield is 0.430.